Dataset: Reaction yield outcomes from USPTO patents with 853,638 reactions. Task: Predict the reaction yield, written as a fraction of the theoretical maximum amount of product (1.0 means a 100% yield; for example, 0.34 means a 34% yield). (1) The reactants are [P:1]([O:13][CH2:14][CH2:15][NH:16][CH2:17][CH3:18])([O:8][C:9]([CH3:12])([CH3:11])[CH3:10])([O:3][C:4]([CH3:7])([CH3:6])[CH3:5])=[O:2].O=[CH:20][CH2:21][C@@H:22]([NH:31][C:32]1[CH:37]=[CH:36][C:35]([S:38]([NH2:41])(=[O:40])=[O:39])=[CH:34][C:33]=1[S:42]([C:45]([F:48])([F:47])[F:46])(=[O:44])=[O:43])[CH2:23][S:24][C:25]1[CH:30]=[CH:29][CH:28]=[CH:27][CH:26]=1.C(O[BH-](OC(=O)C)OC(=O)C)(=O)C.[Na+].[OH-].[Na+]. The catalyst is ClCCCl.C(Cl)Cl. The product is [P:1]([O:13][CH2:14][CH2:15][N:16]([CH2:17][CH3:18])[CH2:20][CH2:21][C@@H:22]([NH:31][C:32]1[CH:37]=[CH:36][C:35]([S:38](=[O:39])(=[O:40])[NH2:41])=[CH:34][C:33]=1[S:42]([C:45]([F:48])([F:46])[F:47])(=[O:43])=[O:44])[CH2:23][S:24][C:25]1[CH:26]=[CH:27][CH:28]=[CH:29][CH:30]=1)([O:3][C:4]([CH3:5])([CH3:6])[CH3:7])([O:8][C:9]([CH3:10])([CH3:11])[CH3:12])=[O:2]. The yield is 0.500. (2) The reactants are [CH3:1][C:2]1[NH:3][CH:4]=[C:5]([CH3:7])[CH:6]=1.[N:8]1([S:13]([C:16]2[CH:23]=[CH:22][CH:21]=[CH:20][C:17]=2[CH:18]=O)(=[O:15])=[O:14])[CH2:12][CH2:11][CH2:10][CH2:9]1.[OH-].[Na+].C(O)(C(F)(F)F)=O.C([SiH](CC)CC)C.C(=O)(O)[O-].[Na+]. The catalyst is C(O)C(F)(F)F. The product is [CH3:1][C:2]1[NH:3][CH:4]=[C:5]([CH3:7])[C:6]=1[CH2:18][C:17]1[CH:20]=[CH:21][CH:22]=[CH:23][C:16]=1[S:13]([N:8]1[CH2:12][CH2:11][CH2:10][CH2:9]1)(=[O:14])=[O:15].[CH3:7][C:5]1[CH:6]=[C:2]([CH3:1])[NH:3][C:4]=1[CH2:18][C:17]1[CH:20]=[CH:21][CH:22]=[CH:23][C:16]=1[S:13]([N:8]1[CH2:12][CH2:11][CH2:10][CH2:9]1)(=[O:14])=[O:15]. The yield is 0.0614. (3) The yield is 0.970. The reactants are Cl[C:2]1[CH:12]=[C:11]([NH:13][CH:14]([CH3:16])[CH3:15])[C:5]([C:6]([O:8][CH2:9][CH3:10])=[O:7])=[CH:4][N:3]=1.Cl.[CH3:18][O:19][NH:20][CH3:21].C([O-])([O-])=O.[Na+].[Na+]. The product is [CH:14]([NH:13][C:11]1[C:5]([C:6]([O:8][CH2:9][CH3:10])=[O:7])=[CH:4][N:3]=[C:2]([N:20]([O:19][CH3:18])[CH3:21])[CH:12]=1)([CH3:16])[CH3:15]. The catalyst is O1CCOCC1. (4) The yield is 0.420. The catalyst is O1CCOCC1.O.C1C=CC([P]([Pd]([P](C2C=CC=CC=2)(C2C=CC=CC=2)C2C=CC=CC=2)([P](C2C=CC=CC=2)(C2C=CC=CC=2)C2C=CC=CC=2)[P](C2C=CC=CC=2)(C2C=CC=CC=2)C2C=CC=CC=2)(C2C=CC=CC=2)C2C=CC=CC=2)=CC=1. The product is [Cl:8][C:6]1[CH:7]=[C:2]([C:13]2[CH:12]=[C:11]([Cl:10])[CH:16]=[CH:15][C:14]=2[CH3:20])[N:3]=[C:4]([NH2:9])[N:5]=1. The reactants are Cl[C:2]1[CH:7]=[C:6]([Cl:8])[N:5]=[C:4]([NH2:9])[N:3]=1.[Cl:10][C:11]1[CH:12]=[CH:13][C:14]([CH3:20])=[C:15](B(O)O)[CH:16]=1.C(=O)([O-])[O-].[K+].[K+].